The task is: Predict the product of the given reaction.. This data is from Forward reaction prediction with 1.9M reactions from USPTO patents (1976-2016). (1) Given the reactants [CH2:1]([SH:6])[CH2:2][CH2:3][CH2:4][CH3:5].[H-].[Na+].Cl[C:10]1[CH:15]=[CH:14][CH:13]=[C:12]([C:16]#[N:17])[N:11]=1, predict the reaction product. The product is: [C:16]([C:12]1[CH:13]=[CH:14][CH:15]=[C:10]([S:6][CH2:1][CH2:2][CH2:3][CH2:4][CH3:5])[N:11]=1)#[N:17]. (2) The product is: [F:36][C:28]1[CH:29]=[C:30]([N+:33]([O-:35])=[O:34])[CH:31]=[CH:32][C:27]=1[O:26][C:20]1[C:19]2[C:24](=[CH:25][C:16]([O:15][CH2:14][CH:11]3[CH2:12][CH2:13][N:8]([CH3:6])[CH2:9][CH2:10]3)=[C:17]([O:37][CH3:38])[CH:18]=2)[N:23]=[CH:22][CH:21]=1. Given the reactants C(O[C:6]([N:8]1[CH2:13][CH2:12][CH:11]([CH2:14][O:15][C:16]2[CH:25]=[C:24]3[C:19]([C:20]([O:26][C:27]4[CH:32]=[CH:31][C:30]([N+:33]([O-:35])=[O:34])=[CH:29][C:28]=4[F:36])=[CH:21][CH:22]=[N:23]3)=[CH:18][C:17]=2[O:37][CH3:38])[CH2:10][CH2:9]1)=O)(C)(C)C.C(O)(C(F)(F)F)=O, predict the reaction product.